This data is from Merck oncology drug combination screen with 23,052 pairs across 39 cell lines. The task is: Regression. Given two drug SMILES strings and cell line genomic features, predict the synergy score measuring deviation from expected non-interaction effect. (1) Drug 1: C#Cc1cccc(Nc2ncnc3cc(OCCOC)c(OCCOC)cc23)c1. Drug 2: COC1=C2CC(C)CC(OC)C(O)C(C)C=C(C)C(OC(N)=O)C(OC)C=CC=C(C)C(=O)NC(=CC1=O)C2=O. Cell line: PA1. Synergy scores: synergy=12.8. (2) Synergy scores: synergy=6.06. Drug 2: C=CCn1c(=O)c2cnc(Nc3ccc(N4CCN(C)CC4)cc3)nc2n1-c1cccc(C(C)(C)O)n1. Cell line: A427. Drug 1: Nc1ccn(C2OC(CO)C(O)C2(F)F)c(=O)n1. (3) Drug 1: O=P1(N(CCCl)CCCl)NCCCO1. Drug 2: CCc1cnn2c(NCc3ccc[n+]([O-])c3)cc(N3CCCCC3CCO)nc12. Cell line: OCUBM. Synergy scores: synergy=16.1. (4) Drug 1: Nc1ccn(C2OC(CO)C(O)C2(F)F)c(=O)n1. Drug 2: Cn1nnc2c(C(N)=O)ncn2c1=O. Cell line: ZR751. Synergy scores: synergy=-9.67. (5) Drug 1: N#Cc1ccc(Cn2cncc2CN2CCN(c3cccc(Cl)c3)C(=O)C2)cc1. Drug 2: CCN(CC)CCNC(=O)c1c(C)[nH]c(C=C2C(=O)Nc3ccc(F)cc32)c1C. Cell line: A2058. Synergy scores: synergy=21.0. (6) Drug 1: CC(C)CC(NC(=O)C(Cc1ccccc1)NC(=O)c1cnccn1)B(O)O. Drug 2: COC1=C2CC(C)CC(OC)C(O)C(C)C=C(C)C(OC(N)=O)C(OC)C=CC=C(C)C(=O)NC(=CC1=O)C2=O. Cell line: A2058. Synergy scores: synergy=-12.3. (7) Drug 1: CN(Cc1cnc2nc(N)nc(N)c2n1)c1ccc(C(=O)NC(CCC(=O)O)C(=O)O)cc1. Drug 2: N#Cc1ccc(Cn2cncc2CN2CCN(c3cccc(Cl)c3)C(=O)C2)cc1. Cell line: DLD1. Synergy scores: synergy=4.13. (8) Synergy scores: synergy=-14.9. Drug 2: CC(C)CC(NC(=O)C(Cc1ccccc1)NC(=O)c1cnccn1)B(O)O. Drug 1: CN(C)C(=N)N=C(N)N. Cell line: UWB1289.